Dataset: Full USPTO retrosynthesis dataset with 1.9M reactions from patents (1976-2016). Task: Predict the reactants needed to synthesize the given product. Given the product [C:1]([C:4]1[N:5]=[C:6]([CH2:9][N:10]2[CH:14]=[C:13]([C:15]([O:17][CH2:18][CH3:19])=[O:16])[CH:12]=[N:11]2)[S:7][CH:8]=1)(=[S:29])[NH2:2], predict the reactants needed to synthesize it. The reactants are: [C:1]([C:4]1[N:5]=[C:6]([CH2:9][N:10]2[CH:14]=[C:13]([C:15]([O:17][CH2:18][CH3:19])=[O:16])[CH:12]=[N:11]2)[S:7][CH:8]=1)(=O)[NH2:2].COC1C=CC(P2(=S)SP(=S)(C3C=CC(OC)=CC=3)[S:29]2)=CC=1.C(=O)([O-])O.[Na+].